From a dataset of Full USPTO retrosynthesis dataset with 1.9M reactions from patents (1976-2016). Predict the reactants needed to synthesize the given product. (1) Given the product [C:20]1([C:19](=[O:26])[CH2:15][C:12]2[CH:13]=[CH:14][N:9]=[CH:10][CH:11]=2)[CH:25]=[CH:24][CH:23]=[CH:22][CH:21]=1, predict the reactants needed to synthesize it. The reactants are: C([N-]C(C)C)(C)C.[Li+].[N:9]1[CH:14]=[CH:13][C:12]([CH3:15])=[CH:11][CH:10]=1.CON(C)[C:19](=[O:26])[C:20]1[CH:25]=[CH:24][CH:23]=[CH:22][CH:21]=1. (2) Given the product [ClH:38].[C:1]1([C:7]2[C:8]([C:20]3[CH:21]=[CH:22][C:23]([C:26]4([NH2:30])[CH2:29][CH2:28][CH2:27]4)=[CH:24][CH:25]=3)=[N:9][C:10]3[CH:11]=[CH:12][N:13]4[CH:19]=[N:18][N:17]=[C:14]4[C:15]=3[CH:16]=2)[CH:6]=[CH:5][CH:4]=[CH:3][CH:2]=1, predict the reactants needed to synthesize it. The reactants are: [C:1]1([C:7]2[C:8]([C:20]3[CH:25]=[CH:24][C:23]([C:26]4([NH:30]C(=O)OC(C)(C)C)[CH2:29][CH2:28][CH2:27]4)=[CH:22][CH:21]=3)=[N:9][C:10]3[CH:11]=[CH:12][N:13]4[CH:19]=[N:18][N:17]=[C:14]4[C:15]=3[CH:16]=2)[CH:6]=[CH:5][CH:4]=[CH:3][CH:2]=1.[ClH:38].CCOC(C)=O. (3) Given the product [N+:8]([C:5]1[CH:6]=[CH:7][C:2]([O:32][CH2:31][C:28]2[CH:29]=[CH:30][O:26][CH:27]=2)=[C:3]([C:11]2[O:12][C:13]3[CH:19]=[CH:18][C:17]([C:20]4[CH:25]=[CH:24][CH:23]=[CH:22][CH:21]=4)=[CH:16][C:14]=3[N:15]=2)[CH:4]=1)([O-:10])=[O:9], predict the reactants needed to synthesize it. The reactants are: F[C:2]1[CH:7]=[CH:6][C:5]([N+:8]([O-:10])=[O:9])=[CH:4][C:3]=1[C:11]1[O:12][C:13]2[CH:19]=[CH:18][C:17]([C:20]3[CH:25]=[CH:24][CH:23]=[CH:22][CH:21]=3)=[CH:16][C:14]=2[N:15]=1.[O:26]1[CH:30]=[CH:29][C:28]([CH2:31][OH:32])=[CH:27]1. (4) The reactants are: C(OC)(OC)OC.[N-:8]=[N+:9]=[N-:10].[Na+].[C:12](O)(=O)C.[NH2:16][C:17]1[CH:26]=[C:25]2[C:20]([CH:21]=[C:22]([C:28]3[CH:33]=[CH:32][CH:31]=[CH:30][C:29]=3[C:34]([F:37])([F:36])[F:35])[NH:23][C:24]2=[O:27])=[CH:19][CH:18]=1. Given the product [N:16]1([C:17]2[CH:26]=[C:25]3[C:20]([CH:21]=[C:22]([C:28]4[CH:33]=[CH:32][CH:31]=[CH:30][C:29]=4[C:34]([F:37])([F:35])[F:36])[NH:23][C:24]3=[O:27])=[CH:19][CH:18]=2)[CH:12]=[N:10][N:9]=[N:8]1, predict the reactants needed to synthesize it. (5) Given the product [F:42][C:43]1[CH:44]=[C:45]([C@:49]([C@@H:57]2[CH2:62][CH2:61][CH2:60][N:59]([C:29]([NH:22][CH:9]([CH2:8][C:2]3([OH:1])[CH2:3][CH2:4][CH2:5][CH2:6][CH2:7]3)[CH2:10][N:11]([CH3:21])[C:12]([O:13][CH2:14][CH2:15][Si:16]([CH3:17])([CH3:19])[CH3:18])=[O:20])=[O:30])[CH2:58]2)([OH:56])[CH2:50][CH2:51][CH2:52][CH2:53][O:54][CH3:55])[CH:46]=[CH:47][CH:48]=1, predict the reactants needed to synthesize it. The reactants are: [OH:1][C:2]1([CH2:8][CH:9]([NH2:22])[CH2:10][N:11]([CH3:21])[C:12](=[O:20])[O:13][CH2:14][CH2:15][Si:16]([CH3:19])([CH3:18])[CH3:17])[CH2:7][CH2:6][CH2:5][CH2:4][CH2:3]1.C[Si](Cl)(C)C.Cl[C:29](OC1C=CC([N+]([O-])=O)=CC=1)=[O:30].Cl.[F:42][C:43]1[CH:44]=[C:45]([C@:49]([C@@H:57]2[CH2:62][CH2:61][CH2:60][NH:59][CH2:58]2)([OH:56])[CH2:50][CH2:51][CH2:52][CH2:53][O:54][CH3:55])[CH:46]=[CH:47][CH:48]=1. (6) Given the product [S:42](=[O:44])(=[O:43])([O:34][CH2:33][C@H:10]1[CH2:11][C@H:12]([NH:14][C:15]2[CH:20]=[C:19]([NH:21][C@H:22]3[C:30]4[C:25](=[CH:26][CH:27]=[CH:28][CH:29]=4)[CH2:24][C@H:23]3[O:31][CH3:32])[N:18]=[CH:17][N:16]=2)[CH2:13][C@H:9]1[OH:8])[NH2:45], predict the reactants needed to synthesize it. The reactants are: [Si]([O:8][C@@H:9]1[CH2:13][C@@H:12]([NH:14][C:15]2[CH:20]=[C:19]([NH:21][C@H:22]3[C:30]4[C:25](=[CH:26][CH:27]=[CH:28][CH:29]=4)[CH2:24][C@H:23]3[O:31][CH3:32])[N:18]=[CH:17][N:16]=2)[CH2:11][C@@H:10]1[CH2:33][OH:34])(C(C)(C)C)(C)C.N1C=CC=CC=1.Cl[S:42]([NH2:45])(=[O:44])=[O:43]. (7) Given the product [NH2:5][C@@H:6]([C:11]([O:13][CH3:14])=[O:12])[CH2:7][CH2:8][CH2:9][CH3:10].[ClH:3], predict the reactants needed to synthesize it. The reactants are: S(Cl)([Cl:3])=O.[NH2:5][C@@H:6]([C:11]([OH:13])=[O:12])[CH2:7][CH2:8][CH2:9][CH3:10].[CH3:14]O.